From a dataset of Peptide-MHC class I binding affinity with 185,985 pairs from IEDB/IMGT. Regression. Given a peptide amino acid sequence and an MHC pseudo amino acid sequence, predict their binding affinity value. This is MHC class I binding data. (1) The binding affinity (normalized) is 0.206. The peptide sequence is FLVFLVFSNV. The MHC is HLA-A68:02 with pseudo-sequence HLA-A68:02. (2) The peptide sequence is RFRWLLIDLL. The binding affinity (normalized) is 0.355. The MHC is Mamu-B17 with pseudo-sequence Mamu-B17.